From a dataset of NCI-60 drug combinations with 297,098 pairs across 59 cell lines. Regression. Given two drug SMILES strings and cell line genomic features, predict the synergy score measuring deviation from expected non-interaction effect. (1) Drug 1: C1=NNC2=C1C(=O)NC=N2. Drug 2: CCN(CC)CCCC(C)NC1=C2C=C(C=CC2=NC3=C1C=CC(=C3)Cl)OC. Cell line: A498. Synergy scores: CSS=12.1, Synergy_ZIP=-2.39, Synergy_Bliss=2.40, Synergy_Loewe=-10.4, Synergy_HSA=2.70. (2) Drug 1: CC12CCC3C(C1CCC2O)C(CC4=C3C=CC(=C4)O)CCCCCCCCCS(=O)CCCC(C(F)(F)F)(F)F. Drug 2: CC1C(C(CC(O1)OC2CC(CC3=C2C(=C4C(=C3O)C(=O)C5=C(C4=O)C(=CC=C5)OC)O)(C(=O)CO)O)N)O.Cl. Cell line: SK-OV-3. Synergy scores: CSS=27.5, Synergy_ZIP=1.08, Synergy_Bliss=1.75, Synergy_Loewe=-0.152, Synergy_HSA=1.80. (3) Drug 1: C1=CC=C(C(=C1)C(C2=CC=C(C=C2)Cl)C(Cl)Cl)Cl. Drug 2: CCN(CC)CCCC(C)NC1=C2C=C(C=CC2=NC3=C1C=CC(=C3)Cl)OC. Cell line: OVCAR-5. Synergy scores: CSS=8.28, Synergy_ZIP=-5.71, Synergy_Bliss=-0.177, Synergy_Loewe=-11.6, Synergy_HSA=-2.28. (4) Drug 1: CCC1=CC2CC(C3=C(CN(C2)C1)C4=CC=CC=C4N3)(C5=C(C=C6C(=C5)C78CCN9C7C(C=CC9)(C(C(C8N6C)(C(=O)OC)O)OC(=O)C)CC)OC)C(=O)OC.C(C(C(=O)O)O)(C(=O)O)O. Drug 2: CC1=C(C=C(C=C1)NC(=O)C2=CC=C(C=C2)CN3CCN(CC3)C)NC4=NC=CC(=N4)C5=CN=CC=C5. Cell line: MALME-3M. Synergy scores: CSS=40.6, Synergy_ZIP=7.78, Synergy_Bliss=8.05, Synergy_Loewe=-16.7, Synergy_HSA=6.24. (5) Drug 1: CN(C(=O)NC(C=O)C(C(C(CO)O)O)O)N=O. Drug 2: CC1CCCC2(C(O2)CC(NC(=O)CC(C(C(=O)C(C1O)C)(C)C)O)C(=CC3=CSC(=N3)C)C)C. Cell line: CAKI-1. Synergy scores: CSS=32.3, Synergy_ZIP=1.41, Synergy_Bliss=1.87, Synergy_Loewe=-19.7, Synergy_HSA=1.80. (6) Synergy scores: CSS=36.1, Synergy_ZIP=-7.22, Synergy_Bliss=-4.95, Synergy_Loewe=-8.74, Synergy_HSA=-1.16. Cell line: SF-295. Drug 1: C1CN(CCN1C(=O)CCBr)C(=O)CCBr. Drug 2: CC1C(C(CC(O1)OC2CC(CC3=C2C(=C4C(=C3O)C(=O)C5=C(C4=O)C(=CC=C5)OC)O)(C(=O)CO)O)N)O.Cl. (7) Drug 1: CC1=C2C(C(=O)C3(C(CC4C(C3C(C(C2(C)C)(CC1OC(=O)C(C(C5=CC=CC=C5)NC(=O)C6=CC=CC=C6)O)O)OC(=O)C7=CC=CC=C7)(CO4)OC(=O)C)O)C)OC(=O)C. Drug 2: C1CN1C2=NC(=NC(=N2)N3CC3)N4CC4. Cell line: CCRF-CEM. Synergy scores: CSS=51.6, Synergy_ZIP=7.88, Synergy_Bliss=6.12, Synergy_Loewe=-1.24, Synergy_HSA=5.32. (8) Drug 1: C1=NC2=C(N=C(N=C2N1C3C(C(C(O3)CO)O)O)F)N. Drug 2: C1CC(C1)(C(=O)O)C(=O)O.[NH2-].[NH2-].[Pt+2]. Cell line: NCI-H522. Synergy scores: CSS=33.4, Synergy_ZIP=-7.04, Synergy_Bliss=-3.75, Synergy_Loewe=0.173, Synergy_HSA=2.03. (9) Drug 1: C1=C(C(=O)NC(=O)N1)F. Drug 2: C1=NC(=NC(=O)N1C2C(C(C(O2)CO)O)O)N. Cell line: A549. Synergy scores: CSS=31.7, Synergy_ZIP=0.410, Synergy_Bliss=-5.51, Synergy_Loewe=-7.13, Synergy_HSA=-6.32. (10) Drug 1: CS(=O)(=O)C1=CC(=C(C=C1)C(=O)NC2=CC(=C(C=C2)Cl)C3=CC=CC=N3)Cl. Drug 2: C1=CN(C=N1)CC(O)(P(=O)(O)O)P(=O)(O)O. Cell line: HOP-92. Synergy scores: CSS=15.7, Synergy_ZIP=-2.54, Synergy_Bliss=4.59, Synergy_Loewe=5.29, Synergy_HSA=5.42.